Task: Regression. Given two drug SMILES strings and cell line genomic features, predict the synergy score measuring deviation from expected non-interaction effect.. Dataset: NCI-60 drug combinations with 297,098 pairs across 59 cell lines Drug 1: C1CC(=O)NC(=O)C1N2C(=O)C3=CC=CC=C3C2=O. Synergy scores: CSS=-1.17, Synergy_ZIP=9.94, Synergy_Bliss=6.04, Synergy_Loewe=-0.341, Synergy_HSA=-0.622. Cell line: UACC62. Drug 2: CC(C)CN1C=NC2=C1C3=CC=CC=C3N=C2N.